From a dataset of Forward reaction prediction with 1.9M reactions from USPTO patents (1976-2016). Predict the product of the given reaction. Given the reactants [Br:1][C:2]1[N:7]=[CH:6][C:5]([OH:8])=[CH:4][CH:3]=1.[C:9](O[C:9]([O:11][C:12]([CH3:15])([CH3:14])[CH3:13])=[O:10])([O:11][C:12]([CH3:15])([CH3:14])[CH3:13])=[O:10], predict the reaction product. The product is: [C:9](=[O:10])([O:11][C:12]([CH3:15])([CH3:14])[CH3:13])[O:8][C:5]1[CH:6]=[N:7][C:2]([Br:1])=[CH:3][CH:4]=1.